From a dataset of Full USPTO retrosynthesis dataset with 1.9M reactions from patents (1976-2016). Predict the reactants needed to synthesize the given product. (1) Given the product [CH2:21]([O:28][C:29]1[C:30]([CH3:45])=[CH:31][C:32]([C:36]([C:38]2[N:39]=[CH:40][N:41]=[C:42]([N:17]3[CH2:18][CH2:19][CH:14]([N:10]4[CH2:9][CH2:8][C:7]5[CH:20]=[C:3]([O:2][CH3:1])[CH:4]=[CH:5][C:6]=5[NH:12][C:11]4=[O:13])[CH2:15][CH2:16]3)[CH:43]=2)=[O:37])=[CH:33][C:34]=1[CH3:35])[C:22]1[CH:23]=[CH:24][CH:25]=[CH:26][CH:27]=1, predict the reactants needed to synthesize it. The reactants are: [CH3:1][O:2][C:3]1[CH:4]=[CH:5][C:6]2[NH:12][C:11](=[O:13])[N:10]([CH:14]3[CH2:19][CH2:18][NH:17][CH2:16][CH2:15]3)[CH2:9][CH2:8][C:7]=2[CH:20]=1.[CH2:21]([O:28][C:29]1[C:34]([CH3:35])=[CH:33][C:32]([C:36]([C:38]2[CH:43]=[C:42](Cl)[N:41]=[CH:40][N:39]=2)=[O:37])=[CH:31][C:30]=1[CH3:45])[C:22]1[CH:27]=[CH:26][CH:25]=[CH:24][CH:23]=1.CCN(C(C)C)C(C)C. (2) Given the product [CH3:25][O:18][C:17](=[O:19])[CH2:16][C:15]1[C:9]2[C:10](=[N:11][CH:12]=[C:7]([C:5]3[CH:4]=[N:3][N:2]([CH3:1])[CH:6]=3)[CH:8]=2)[NH:13][CH:14]=1, predict the reactants needed to synthesize it. The reactants are: [CH3:1][N:2]1[CH:6]=[C:5]([C:7]2[CH:8]=[C:9]3[C:15]([CH2:16][C:17]([OH:19])=[O:18])=[CH:14][NH:13][C:10]3=[N:11][CH:12]=2)[CH:4]=[N:3]1.S(=O)(=O)(O)O.[CH3:25]O. (3) Given the product [CH3:19][O:20][C:21]1[CH:22]=[CH:23][C:24]([CH2:25][N:26]2[C:34](=[O:35])[C@H:33]3[C@H:28]([CH2:29][N:30]([C:36]([O:38][C:39]([CH3:42])([CH3:40])[CH3:41])=[O:37])[CH2:31][CH2:32]3)[C:27]2=[O:43])=[CH:44][CH:45]=1, predict the reactants needed to synthesize it. The reactants are: COC1C=CC(CN2C[C@@H]3[C@@H](CNCC3)C2)=CC=1.[CH3:19][O:20][C:21]1[CH:45]=[CH:44][C:24]([CH2:25][N:26]2[C:34](=[O:35])[C@@H:33]3[C@@H:28]([CH2:29][N:30]([C:36]([O:38][C:39]([CH3:42])([CH3:41])[CH3:40])=[O:37])[CH2:31][CH2:32]3)[C:27]2=[O:43])=[CH:23][CH:22]=1.B. (4) Given the product [O:22]=[C:18]([CH:17]=[CH:16][CH3:23])[C:19]([O-:21])=[O:20].[CH:10](=[O:14])[CH2:11][CH:12]=[CH2:13], predict the reactants needed to synthesize it. The reactants are: C([O-])(=O)C(C)=O.C(=O)C.[CH2:10]([OH:14])[CH2:11][CH:12]=[CH2:13].O[CH:16]([CH3:23])[CH2:17][C:18](=[O:22])[C:19]([O-:21])=[O:20].O=C(C=CC)C([O-])=O.